This data is from Reaction yield outcomes from USPTO patents with 853,638 reactions. The task is: Predict the reaction yield, written as a fraction of the theoretical maximum amount of product (1.0 means a 100% yield; for example, 0.34 means a 34% yield). (1) The reactants are [Cl:1][C:2]1[CH:3]=[C:4]([NH:9][NH2:10])[CH:5]=[CH:6][C:7]=1[F:8].[I:11][C:12]1[CH:17]=[CH:16][C:15]([N:18]2[CH2:23][CH2:22][CH:21]([C:24](=O)[C:25]([F:28])([F:27])[F:26])[C:20](=O)[C:19]2=[O:31])=[CH:14][CH:13]=1.C(O)C.Cl. The catalyst is C(OC(=O)C)C. The product is [Cl:1][C:2]1[CH:3]=[C:4]([N:9]2[C:20]3[C:19](=[O:31])[N:18]([C:15]4[CH:16]=[CH:17][C:12]([I:11])=[CH:13][CH:14]=4)[CH2:23][CH2:22][C:21]=3[C:24]([C:25]([F:28])([F:26])[F:27])=[N:10]2)[CH:5]=[CH:6][C:7]=1[F:8]. The yield is 0.750. (2) The reactants are Cl.[NH2:2][CH2:3][C:4]([CH3:7])([SH:6])[CH3:5].C(N(CC)CC)C.[C:15]1(=[O:21])[O:20][C:18](=[O:19])[CH2:17][CH2:16]1. The catalyst is C(Cl)Cl. The product is [CH3:5][C:4]([SH:6])([CH3:7])[CH2:3][NH:2][C:15]([CH2:16][CH2:17][C:18]([OH:20])=[O:19])=[O:21]. The yield is 0.944. (3) The reactants are [CH3:1][O:2][C:3]([C:5]1[CH:9]=[CH:8][O:7][C:6]=1[CH2:10][C:11]([O:13][CH3:14])=[O:12])=[O:4].[Cl:15]N1C(=O)CCC1=O. The catalyst is CN(C=O)C. The product is [Cl:15][C:8]1[O:7][C:6]([CH2:10][C:11]([O:13][CH3:14])=[O:12])=[C:5]([C:3]([O:2][CH3:1])=[O:4])[CH:9]=1. The yield is 0.750. (4) The reactants are [Al+3].[Cl-].[Cl-].[Cl-].[Cl:5][CH2:6][C:7](Cl)=[O:8].[Br:10][C:11]1[CH:12]=[C:13]2[C:17](=[CH:18][CH:19]=1)[NH:16][CH:15]=[CH:14]2.O. The catalyst is ClCCl. The product is [Br:10][C:11]1[CH:12]=[C:13]2[C:17](=[CH:18][CH:19]=1)[NH:16][CH:15]=[C:14]2[C:7](=[O:8])[CH2:6][Cl:5]. The yield is 0.610. (5) The reactants are Cl[C:2]1[CH:3]=[CH:4][N:5]2[C:10]([C:11]=1[CH3:12])=[C:9]([CH:13]1[CH2:15][CH2:14]1)[CH:8]=[C:7]([C:16]([O:18][CH3:19])=[O:17])[C:6]2=[O:20].CC1(C)C(C)(C)OB([C:29]2[CH:30]=[C:31]3[C:35](=[CH:36][CH:37]=2)[N:34]([C:38]([O:40][C:41]([CH3:44])([CH3:43])[CH3:42])=[O:39])[CH2:33][CH2:32]3)O1. No catalyst specified. The product is [C:41]([O:40][C:38]([N:34]1[C:35]2[C:31](=[CH:30][C:29]([C:2]3[CH:3]=[CH:4][N:5]4[C:10]([C:11]=3[CH3:12])=[C:9]([CH:13]3[CH2:15][CH2:14]3)[CH:8]=[C:7]([C:16]([O:18][CH3:19])=[O:17])[C:6]4=[O:20])=[CH:37][CH:36]=2)[CH2:32][CH2:33]1)=[O:39])([CH3:44])([CH3:42])[CH3:43]. The yield is 0.990. (6) The reactants are [CH:1]([C@H:4]([NH:10][C:11]([C:13]1[C:21]2[NH:20][C:19](=O)[N:18]([CH:23]([CH3:25])[CH3:24])[C:17]=2[CH:16]=[CH:15][CH:14]=1)=[O:12])[C:5](=O)[CH:6]([CH3:8])[CH3:7])([CH3:3])[CH3:2].P(Cl)(Cl)([Cl:28])=O. No catalyst specified. The yield is 0.980. The product is [CH:23]([N:18]1[C:17]2[CH:16]=[CH:15][CH:14]=[C:13]([C:11]3[O:12][C:5]([CH:6]([CH3:8])[CH3:7])=[C:4]([CH:1]([CH3:3])[CH3:2])[N:10]=3)[C:21]=2[N:20]=[C:19]1[Cl:28])([CH3:25])[CH3:24]. (7) The reactants are [Br:1][C:2]1[CH:7]=[C:6]([F:8])[C:5]([CH2:9][C:10]#N)=[C:4]([F:12])[CH:3]=1.[OH:13]S(O)(=O)=O.[OH2:18]. No catalyst specified. The product is [Br:1][C:2]1[CH:7]=[C:6]([F:8])[C:5]([CH2:9][C:10]([OH:13])=[O:18])=[C:4]([F:12])[CH:3]=1. The yield is 0.333.